Dataset: Peptide-MHC class II binding affinity with 134,281 pairs from IEDB. Task: Regression. Given a peptide amino acid sequence and an MHC pseudo amino acid sequence, predict their binding affinity value. This is MHC class II binding data. The peptide sequence is PGIKAQQSKLAQRRV. The MHC is DRB4_0103 with pseudo-sequence DRB4_0103. The binding affinity (normalized) is 0.733.